From a dataset of Full USPTO retrosynthesis dataset with 1.9M reactions from patents (1976-2016). Predict the reactants needed to synthesize the given product. (1) Given the product [NH2:1][C:2]1[N:11]=[CH:10][C:9]2[C:8](=[N:37][OH:38])[CH2:7][CH:6]([C:13]3[CH:18]=[CH:17][C:16]([F:19])=[CH:15][C:14]=3[C:20]3[CH:21]=[N:22][N:23]([CH3:25])[CH:24]=3)[CH2:5][C:4]=2[N:3]=1, predict the reactants needed to synthesize it. The reactants are: [NH2:1][C:2]1[N:11]=[CH:10][C:9]2[C:8](=O)[CH2:7][CH:6]([C:13]3[CH:18]=[CH:17][C:16]([F:19])=[CH:15][C:14]=3[C:20]3[CH:21]=[N:22][N:23]([CH3:25])[CH:24]=3)[CH2:5][C:4]=2[N:3]=1.NC1N=CC2C(=[N:37][OH:38])CC(C3C=CC(F)=CC=3C3C=NC=CC=3)CC=2N=1. (2) Given the product [NH2:7][C:6]1[N:27]([CH2:28][CH:29]([OH:31])[CH3:30])[C:11]([CH2:12][CH2:13][CH2:14][C:15]2[CH:16]=[CH:17][CH:18]=[CH:19][CH:20]=2)=[N:1][C:2]=1[C:3]([NH2:5])=[O:4], predict the reactants needed to synthesize it. The reactants are: [NH2:1][CH:2]([C:6]#[N:7])[C:3]([NH2:5])=[O:4].C(O[C:11](OCC)(OCC)[CH2:12][CH2:13][CH2:14][C:15]1[CH:20]=[CH:19][CH:18]=[CH:17][CH:16]=1)C.[NH2:27][CH2:28][CH:29]([OH:31])[CH3:30]. (3) Given the product [Cl:15][CH2:5][CH2:6][CH2:7][CH2:8][CH:9]=[CH:10][CH2:11][CH2:12][CH2:13][CH3:14], predict the reactants needed to synthesize it. The reactants are: C(O[CH2:5][CH2:6][CH2:7][CH2:8][CH:9]=[CH:10][CH2:11][CH2:12][CH2:13][CH3:14])(=O)C.[Cl:15]C=CCCCC.C=CCCCC.